This data is from Reaction yield outcomes from USPTO patents with 853,638 reactions. The task is: Predict the reaction yield, written as a fraction of the theoretical maximum amount of product (1.0 means a 100% yield; for example, 0.34 means a 34% yield). (1) The product is [I:24][C:18]1[C:17]([O:16][C:2]2[C:11]3[C:6](=[CH:7][C:8]([O:14][CH3:15])=[C:9]([O:12][CH3:13])[CH:10]=3)[N:5]=[CH:4][CH:3]=2)=[CH:22][CH:21]=[C:20]([CH3:23])[N:19]=1. The catalyst is CN(C)C1C=CN=CC=1.ClC1C=CC=CC=1Cl. The yield is 0.110. The reactants are Cl[C:2]1[C:11]2[C:6](=[CH:7][C:8]([O:14][CH3:15])=[C:9]([O:12][CH3:13])[CH:10]=2)[N:5]=[CH:4][CH:3]=1.[OH:16][C:17]1[C:18]([I:24])=[N:19][C:20]([CH3:23])=[CH:21][CH:22]=1. (2) The reactants are [CH3:1][C:2]1[CH:7]=[CH:6][C:5]([S:8]([O:11][C:12]2[CH:17]=[CH:16][C:15](Br)=[C:14]([O:19][CH2:20][O:21][CH3:22])[CH:13]=2)(=[O:10])=[O:9])=[CH:4][CH:3]=1.C1COCC1.C1(C)C=CC=CC=1.[B:35](OC(C)C)([O:40]C(C)C)[O:36]C(C)C.[Li]CCCC. The yield is 0.430. The product is [CH3:22][O:21][CH2:20][O:19][C:14]1[CH:13]=[C:12]([O:11][S:8]([C:5]2[CH:6]=[CH:7][C:2]([CH3:1])=[CH:3][CH:4]=2)(=[O:10])=[O:9])[CH:17]=[CH:16][C:15]=1[B:35]([OH:40])[OH:36]. The catalyst is CCOC(C)=O. (3) The reactants are Br[C:2]1[CH:3]=[N:4][CH:5]=[CH:6][CH:7]=1.C([Li])CCC.N1C=CC=CC=1[Li].[O:20]=[C:21]1[CH2:27][CH:26]2[CH2:28][CH:22]1[CH2:23][N:24]([C:29]([O:31][CH2:32][CH3:33])=[O:30])[CH2:25]2. The catalyst is C(OCC)C.C1COCC1. The product is [OH:20][C:21]1([C:2]2[CH:3]=[N:4][CH:5]=[CH:6][CH:7]=2)[CH2:27][CH:26]2[CH2:28][CH:22]1[CH2:23][N:24]([C:29]([O:31][CH2:32][CH3:33])=[O:30])[CH2:25]2. The yield is 0.860. (4) The reactants are Br[C:2]1[CH:7]=[C:6]([CH2:8][N:9]2[CH2:14][CH2:13][N:12]([CH2:15][CH2:16][O:17][Si:18]([C:21]([CH3:24])([CH3:23])[CH3:22])([CH3:20])[CH3:19])[CH2:11][CH2:10]2)[CH:5]=[CH:4][C:3]=1[NH2:25].[Li+].[Cl-].[CH3:28][C:29]1([CH3:44])[CH2:34][CH2:33][C:32](B2OC(C)(C)C(C)(C)O2)=[CH:31][CH2:30]1.C([O-])([O-])=O.[Na+].[Na+]. The catalyst is COCCOC.C1C=CC([P]([Pd]([P](C2C=CC=CC=2)(C2C=CC=CC=2)C2C=CC=CC=2)([P](C2C=CC=CC=2)(C2C=CC=CC=2)C2C=CC=CC=2)[P](C2C=CC=CC=2)(C2C=CC=CC=2)C2C=CC=CC=2)(C2C=CC=CC=2)C2C=CC=CC=2)=CC=1. The product is [C:21]([Si:18]([CH3:20])([CH3:19])[O:17][CH2:16][CH2:15][N:12]1[CH2:13][CH2:14][N:9]([CH2:8][C:6]2[CH:5]=[CH:4][C:3]([NH2:25])=[C:2]([C:32]3[CH2:33][CH2:34][C:29]([CH3:44])([CH3:28])[CH2:30][CH:31]=3)[CH:7]=2)[CH2:10][CH2:11]1)([CH3:24])([CH3:23])[CH3:22]. The yield is 0.720.